Dataset: Catalyst prediction with 721,799 reactions and 888 catalyst types from USPTO. Task: Predict which catalyst facilitates the given reaction. Reactant: [CH2:1]([N:3]1[CH2:8][CH2:7][N:6]([C:9]2[C:18]3[C:13](=[CH:14][CH:15]=[CH:16][CH:17]=3)[CH:12]=[C:11]([C:19]3[CH:24]=[CH:23][C:22]([CH:25]([CH3:32])[CH2:26][C:27]([O:29]CC)=[O:28])=[CH:21][CH:20]=3)[N:10]=2)[CH2:5][CH2:4]1)[CH3:2].[H-].[Al+3].[Li+].[H-].[H-].[H-].[Cl-].[Na+].[OH-:41].[Na+].[O:43]1CCCC1. Product: [C:27]([OH:29])(=[O:28])[C:26]([OH:43])=[O:41].[CH2:1]([N:3]1[CH2:4][CH2:5][N:6]([C:9]2[C:18]3[C:13](=[CH:14][CH:15]=[CH:16][CH:17]=3)[CH:12]=[C:11]([C:19]3[CH:20]=[CH:21][C:22]([CH:25]([CH3:32])[CH2:26][CH2:27][OH:28])=[CH:23][CH:24]=3)[N:10]=2)[CH2:7][CH2:8]1)[CH3:2]. The catalyst class is: 6.